From a dataset of Full USPTO retrosynthesis dataset with 1.9M reactions from patents (1976-2016). Predict the reactants needed to synthesize the given product. (1) The reactants are: [NH2:1][C:2]1[CH:11]=[CH:10][C:5]([C:6]([O:8][CH3:9])=[O:7])=[CH:4][CH:3]=1.[C:12]([NH:19][CH2:20][C:21](O)=[O:22])([O:14][C:15]([CH3:18])([CH3:17])[CH3:16])=[O:13].F[P-](F)(F)(F)(F)F.N1(O[P+](N(C)C)(N(C)C)N(C)C)C2C=CC=CC=2N=N1.CCN(C(C)C)C(C)C. Given the product [CH3:9][O:8][C:6](=[O:7])[C:5]1[CH:4]=[CH:3][C:2]([NH:1][C:21](=[O:22])[CH2:20][NH:19][C:12]([O:14][C:15]([CH3:17])([CH3:16])[CH3:18])=[O:13])=[CH:11][CH:10]=1, predict the reactants needed to synthesize it. (2) The reactants are: [CH3:1][N:2]1[C:6]([C:7]2[CH:8]=[C:9]([C:16]([O:18]C)=[O:17])[S:10][C:11]=2[C:12]([F:15])([F:14])[F:13])=[CH:5][CH:4]=[N:3]1.[OH-].[K+]. Given the product [CH3:1][N:2]1[C:6]([C:7]2[CH:8]=[C:9]([C:16]([OH:18])=[O:17])[S:10][C:11]=2[C:12]([F:13])([F:14])[F:15])=[CH:5][CH:4]=[N:3]1, predict the reactants needed to synthesize it. (3) Given the product [CH3:21][CH:20]([N:23]1[C:11]([NH2:12])=[CH:10][C:9]([CH:13]2[CH2:18][CH2:17][O:16][CH2:15][CH2:14]2)=[N:24]1)[CH3:22], predict the reactants needed to synthesize it. The reactants are: C(N(CC)CC)C.O=[C:9]([CH:13]1[CH2:18][CH2:17][O:16][CH2:15][CH2:14]1)[CH2:10][C:11]#[N:12].Cl.[CH:20]([NH:23][NH2:24])([CH3:22])[CH3:21]. (4) Given the product [CH2:28]([O:30][C:31](=[O:44])[CH2:32][C:33]1[C:34]([CH3:43])=[C:35]([S:17][C:18]2[CH:19]=[CH:20][C:21]([S:24]([CH3:27])(=[O:25])=[O:26])=[CH:22][CH:23]=2)[N:36]2[C:41]=1[CH:40]=[C:39]([Cl:4])[C:38]([F:42])=[CH:37]2)[CH3:29], predict the reactants needed to synthesize it. The reactants are: S(Cl)([Cl:4])(=O)=O.[CH3:27][S:24]([C:21]1[CH:22]=[CH:23][C:18]([S:17][S:17][C:18]2[CH:23]=[CH:22][C:21]([S:24]([CH3:27])(=[O:26])=[O:25])=[CH:20][CH:19]=2)=[CH:19][CH:20]=1)(=[O:26])=[O:25].[CH2:28]([O:30][C:31](=[O:44])[CH2:32][C:33]1[C:34]([CH3:43])=[CH:35][N:36]2[C:41]=1[CH:40]=[CH:39][C:38]([F:42])=[CH:37]2)[CH3:29]. (5) Given the product [F:73][C:62]1[C:60]2[CH2:61][CH:57]([CH2:56][NH2:53])[O:58][C:59]=2[C:65]([C:66]2[CH:71]=[CH:70][CH:69]=[CH:68][C:67]=2[CH3:72])=[CH:64][CH:63]=1, predict the reactants needed to synthesize it. The reactants are: CC1C=CC(S(OCC2CC3C(F)=CC=C(C4C=CC=CC=4C)C=3O2)(=O)=O)=CC=1.[N-]=[N+]=[N-].[Na+].N(CC1CC2C=C(Cl)C=C(C3C=CSC=3)C=2O1)=[N+]=[N-].[N:53]([CH2:56][CH:57]1[CH2:61][C:60]2[C:62]([F:73])=[CH:63][CH:64]=[C:65]([C:66]3[CH:71]=[CH:70][CH:69]=[CH:68][C:67]=3[CH3:72])[C:59]=2[O:58]1)=[N+]=[N-].[N-]=[N+]=[N-]. (6) Given the product [C:8]([C:10]1[CH:11]=[C:12]([C:20]2[O:24][N:23]=[C:22]([C:25]3[CH:39]=[CH:38][C:28]4[CH2:29][CH2:30][N:31]([CH2:34][C:35]([NH:58][CH2:59][C@H:51]([OH:50])[CH3:52])=[O:37])[CH2:32][CH2:33][C:27]=4[C:26]=3[CH3:40])[N:21]=2)[CH:13]=[CH:14][C:15]=1[O:16][CH:17]([CH3:18])[CH3:19])#[N:9], predict the reactants needed to synthesize it. The reactants are: FC(F)(F)C(O)=O.[C:8]([C:10]1[CH:11]=[C:12]([C:20]2[O:24][N:23]=[C:22]([C:25]3[CH:39]=[CH:38][C:28]4[CH2:29][CH2:30][N:31]([CH2:34][C:35]([OH:37])=O)[CH2:32][CH2:33][C:27]=4[C:26]=3[CH3:40])[N:21]=2)[CH:13]=[CH:14][C:15]=1[O:16][CH:17]([CH3:19])[CH3:18])#[N:9].C(N1CCOCC1)C.O.[OH:50][C:51]1[C:59]2[N:58]=NNC=2C=C[CH:52]=1.C(Cl)CCl.NC[C@H](O)C. (7) Given the product [CH3:10][C:9]([NH:12][C:13](=[O:15])[CH3:14])([C:6]1[CH:7]=[CH:8][C:3]([CH2:2][N:25]2[CH2:26][CH2:27][N:22]([C:17]3[CH:18]=[CH:19][CH:20]=[CH:21][N:16]=3)[CH2:23][CH2:24]2)=[CH:4][CH:5]=1)[CH3:11], predict the reactants needed to synthesize it. The reactants are: Cl[CH2:2][C:3]1[CH:8]=[CH:7][C:6]([C:9]([NH:12][C:13](=[O:15])[CH3:14])([CH3:11])[CH3:10])=[CH:5][CH:4]=1.[N:16]1[CH:21]=[CH:20][CH:19]=[CH:18][C:17]=1[N:22]1[CH2:27][CH2:26][NH:25][CH2:24][CH2:23]1. (8) Given the product [CH2:16]([O:15][C:13](=[O:14])[CH:12]([CH2:26][C:25]([F:36])([F:35])[F:24])[C:11]([O:10][CH2:3][C:4]1[CH:5]=[CH:6][CH:7]=[CH:8][CH:9]=1)=[O:23])[C:17]1[CH:22]=[CH:21][CH:20]=[CH:19][CH:18]=1, predict the reactants needed to synthesize it. The reactants are: [H-].[Na+].[CH2:3]([O:10][C:11](=[O:23])[CH2:12][C:13]([O:15][CH2:16][C:17]1[CH:22]=[CH:21][CH:20]=[CH:19][CH:18]=1)=[O:14])[C:4]1[CH:9]=[CH:8][CH:7]=[CH:6][CH:5]=1.[F:24][C:25]([F:36])([F:35])[CH2:26]OS(C(F)(F)F)(=O)=O.